Dataset: Catalyst prediction with 721,799 reactions and 888 catalyst types from USPTO. Task: Predict which catalyst facilitates the given reaction. Reactant: [CH3:1][NH2:2].[Cl:3][C:4]1[CH:5]=[C:6]([CH:14]=O)[C:7]2[C:12]([CH:13]=1)=[CH:11][CH:10]=[CH:9][CH:8]=2.[BH4-].[K+]. Product: [Cl:3][C:4]1[CH:5]=[C:6]([CH2:14][NH:2][CH3:1])[C:7]2[C:12]([CH:13]=1)=[CH:11][CH:10]=[CH:9][CH:8]=2. The catalyst class is: 5.